From a dataset of Full USPTO retrosynthesis dataset with 1.9M reactions from patents (1976-2016). Predict the reactants needed to synthesize the given product. Given the product [C:1](=[O:42])([O:7][C:8]1[CH:9]=[CH:10][C:11]([C@@H:19]([O:34][Si:35]([C:38]([CH3:41])([CH3:40])[CH3:39])([CH3:37])[CH3:36])[CH2:20][NH:21][C:22]([CH3:32])([CH3:33])[CH2:23][C:24]2[CH:29]=[CH:28][CH:27]=[C:26]([CH:30]=[O:31])[CH:25]=2)=[C:12]2[C:17]=1[NH:16][C:15](=[O:18])[CH:14]=[CH:13]2)[O:2][C:3]([CH3:5])([CH3:4])[CH3:6], predict the reactants needed to synthesize it. The reactants are: [C:1](=[O:42])([O:7][C:8]1[CH:9]=[CH:10][C:11]([C@@H:19]([O:34][Si:35]([C:38]([CH3:41])([CH3:40])[CH3:39])([CH3:37])[CH3:36])[CH2:20][NH:21][C:22]([CH3:33])([CH3:32])[CH2:23][C:24]2[CH:29]=[CH:28][CH:27]=[C:26]([CH2:30][OH:31])[CH:25]=2)=[C:12]2[C:17]=1[NH:16][C:15](=[O:18])[CH:14]=[CH:13]2)[O:2][C:3]([CH3:6])([CH3:5])[CH3:4].